This data is from Catalyst prediction with 721,799 reactions and 888 catalyst types from USPTO. The task is: Predict which catalyst facilitates the given reaction. (1) Reactant: [Cl:1][C:2]1[CH:7]=[CH:6][C:5]([CH2:8]Cl)=[CH:4][N:3]=1.C(N(CC)CC)C.[CH3:17][O:18][CH:19]([O:22][CH3:23])[CH2:20][NH2:21]. Product: [Cl:1][C:2]1[N:3]=[CH:4][C:5]([CH2:8][NH:21][CH2:20][CH:19]([O:22][CH3:23])[O:18][CH3:17])=[CH:6][CH:7]=1. The catalyst class is: 10. (2) Reactant: C[C:2]1[CH:8]=[C:7]([CH3:9])[CH:6]=C[C:3]=1[NH2:4].BrN1C(=O)CC[C:12]1=O.O.[CH2:19]([NH2:22])[CH2:20]N. Product: [C:3]([C:2]1[CH:8]=[C:7]([CH3:9])[CH:6]=[C:20]([CH3:12])[C:19]=1[NH2:22])#[N:4]. The catalyst class is: 4. (3) Reactant: [CH3:1][C:2]([NH2:24])([CH3:23])[CH2:3][C:4]1[CH:9]=[CH:8][CH:7]=[C:6]([O:10][CH2:11][CH2:12][C:13]23[CH2:22][CH:17]4[CH2:18][CH:19]([CH2:21][CH:15]([CH2:16]4)[CH2:14]2)[CH2:20]3)[CH:5]=1.[CH2:25]([O:32][C:33]1[CH:34]=[CH:35][C:36]([C@@H:44]([O:47][Si:48]([C:51]([CH3:54])([CH3:53])[CH3:52])([CH3:50])[CH3:49])[CH2:45]Br)=[C:37]2[C:42]=1[NH:41][C:40](=[O:43])[CH:39]=[CH:38]2)[C:26]1[CH:31]=[CH:30][CH:29]=[CH:28][CH:27]=1.[I-].[Na+].C(=O)([O-])O.[Na+]. Product: [CH2:25]([O:32][C:33]1[CH:34]=[CH:35][C:36]([CH:44]([O:47][Si:48]([C:51]([CH3:52])([CH3:54])[CH3:53])([CH3:50])[CH3:49])[CH2:45][NH:24][C:2]([CH3:1])([CH3:23])[CH2:3][C:4]2[CH:9]=[CH:8][CH:7]=[C:6]([O:10][CH2:11][CH2:12][C:13]34[CH2:22][CH:17]5[CH2:16][CH:15]([CH2:21][CH:19]([CH2:18]5)[CH2:20]3)[CH2:14]4)[CH:5]=2)=[C:37]2[C:42]=1[NH:41][C:40](=[O:43])[CH:39]=[CH:38]2)[C:26]1[CH:27]=[CH:28][CH:29]=[CH:30][CH:31]=1. The catalyst class is: 264. (4) Reactant: [Cl:1][C:2]1[CH:7]=[CH:6][C:5]([C:8]2[N:12]([C:13]3[CH:18]=[CH:17][C:16]([Cl:19])=[CH:15][C:14]=3[Cl:20])[N:11]=[C:10]([C:21]([NH2:23])=O)[C:9]=2[CH3:24])=[CH:4][CH:3]=1.O. Product: [Cl:1][C:2]1[CH:3]=[CH:4][C:5]([C:8]2[N:12]([C:13]3[CH:18]=[CH:17][C:16]([Cl:19])=[CH:15][C:14]=3[Cl:20])[N:11]=[C:10]([C:21]#[N:23])[C:9]=2[CH3:24])=[CH:6][CH:7]=1. The catalyst class is: 286. (5) Reactant: B(Br)(Br)Br.[Cl:5][C:6]1[CH:11]=[CH:10][C:9]([CH2:12][C:13]#[N:14])=[CH:8][C:7]=1[O:15]C.O. Product: [Cl:5][C:6]1[CH:11]=[CH:10][C:9]([CH2:12][C:13]#[N:14])=[CH:8][C:7]=1[OH:15]. The catalyst class is: 4. (6) Reactant: O/[N:2]=[C:3](\[C:9](=O)[CH3:10])/[C:4]([O:6][CH2:7][CH3:8])=[O:5].Cl.[O:13]([C:15]#[N:16])[K]. Product: [CH3:10][C:9]1[NH:16][C:15](=[O:13])[NH:2][C:3]=1[C:4]([O:6][CH2:7][CH3:8])=[O:5]. The catalyst class is: 748.